From a dataset of Full USPTO retrosynthesis dataset with 1.9M reactions from patents (1976-2016). Predict the reactants needed to synthesize the given product. (1) Given the product [C:8]123[CH2:14][CH2:15][CH2:16][C:3]1([CH2:11][NH:10][CH2:9]2)[CH:4]1[CH2:17][CH:7]3[CH:6]=[CH:5]1, predict the reactants needed to synthesize it. The reactants are: CI.[C:3]123[CH2:16][CH2:15][CH2:14][C:8]1([C:9](=O)[NH:10][C:11]2=O)[CH:7]1[CH2:17][CH:4]3[CH:5]=[CH:6]1.N.[H-].[H-].[H-].[H-].[Li+].[Al+3]. (2) Given the product [Cl:33][C:27]1[CH:28]=[C:29]([Cl:32])[CH:30]=[CH:31][C:26]=1[CH:24]1[C:11]2=[N:12][C:13]3[CH:18]=[CH:17][CH:16]=[C:15]([N:19]([CH2:22][CH3:23])[CH2:20][CH3:21])[C:14]=3[N:10]2[CH2:9][CH2:8][N:7]1[C:6]([O:5][C:1]([CH3:4])([CH3:3])[CH3:2])=[O:34], predict the reactants needed to synthesize it. The reactants are: [C:1]([O:5][C:6](=[O:34])[NH:7][CH2:8][CH2:9][N:10]1[C:14]2[C:15]([N:19]([CH2:22][CH3:23])[CH2:20][CH3:21])=[CH:16][CH:17]=[CH:18][C:13]=2[N:12]=[C:11]1[CH:24]([C:26]1[CH:31]=[CH:30][C:29]([Cl:32])=[CH:28][C:27]=1[Cl:33])O)([CH3:4])([CH3:3])[CH3:2].C1(P(C2C=CC=CC=2)C2C=CC=CC=2)C=CC=CC=1.N(C(OCC)=O)=NC(OCC)=O.C1(C)C=CC=CC=1.